Dataset: PAMPA (Parallel Artificial Membrane Permeability Assay) permeability data from NCATS. Task: Regression/Classification. Given a drug SMILES string, predict its absorption, distribution, metabolism, or excretion properties. Task type varies by dataset: regression for continuous measurements (e.g., permeability, clearance, half-life) or binary classification for categorical outcomes (e.g., BBB penetration, CYP inhibition). Dataset: pampa_ncats. The compound is CN(C)C1=CC=CC(=C1)C2=NC(=NC=N2)N3CCC(CC3)C(=O)N. The result is 1 (high permeability).